This data is from Reaction yield outcomes from USPTO patents with 853,638 reactions. The task is: Predict the reaction yield, written as a fraction of the theoretical maximum amount of product (1.0 means a 100% yield; for example, 0.34 means a 34% yield). (1) The yield is 0.570. The reactants are Br[C:2]1[CH:3]=[CH:4][C:5]([NH:8][C:9]([C:11]2[CH:33]=[CH:32][C:14]([O:15][C:16]3[CH:25]=[C:24]4[C:19]([CH:20]([C:26]([O:28][CH2:29][CH3:30])=[O:27])[CH2:21][CH2:22][O:23]4)=[CH:18][C:17]=3[Cl:31])=[CH:13][CH:12]=2)=[O:10])=[N:6][CH:7]=1.[Cl:34][C:35]1[CH:40]=[CH:39][C:38](B(O)O)=[CH:37][CH:36]=1.C([O-])([O-])=O.[Na+].[Na+]. The product is [Cl:31][C:17]1[CH:18]=[C:19]2[C:24](=[CH:25][C:16]=1[O:15][C:14]1[CH:32]=[CH:33][C:11]([C:9](=[O:10])[NH:8][C:5]3[CH:4]=[CH:3][C:2]([C:38]4[CH:39]=[CH:40][C:35]([Cl:34])=[CH:36][CH:37]=4)=[CH:7][N:6]=3)=[CH:12][CH:13]=1)[O:23][CH2:22][CH2:21][CH:20]2[C:26]([O:28][CH2:29][CH3:30])=[O:27]. The catalyst is C1(C)C=CC=CC=1.O.C1C=CC([P]([Pd]([P](C2C=CC=CC=2)(C2C=CC=CC=2)C2C=CC=CC=2)([P](C2C=CC=CC=2)(C2C=CC=CC=2)C2C=CC=CC=2)[P](C2C=CC=CC=2)(C2C=CC=CC=2)C2C=CC=CC=2)(C2C=CC=CC=2)C2C=CC=CC=2)=CC=1. (2) The reactants are [OH:1][CH2:2][C:3]([CH3:26])([C:20]1[CH:25]=[CH:24][CH:23]=[CH:22][CH:21]=1)[CH2:4][CH2:5][CH2:6][CH2:7][CH2:8][N:9]1C(=O)C2C(=CC=CC=2)C1=O.NN.O.Cl. The catalyst is CCO. The product is [NH2:9][CH2:8][CH2:7][CH2:6][CH2:5][CH2:4][C:3]([CH3:26])([C:20]1[CH:21]=[CH:22][CH:23]=[CH:24][CH:25]=1)[CH2:2][OH:1]. The yield is 1.00. (3) The reactants are [O-:1][N+:2]1[C:7]2[CH:8]=[CH:9][CH:10]=[CH:11][C:6]=2[N:5]=[C:4]([N:12]2[CH2:17][CH2:16][CH:15]([C:18]([NH:20][C:21]3[S:22][CH:23]=[CH:24][C:25]=3[C:26]([O:28]C)=[O:27])=[O:19])[CH2:14][CH2:13]2)[N:3]=1.Cl.[NH+]1C=CC=CC=1. The catalyst is N1C=CC=CC=1. The product is [O-:1][N+:2]1[C:7]2[CH:8]=[CH:9][CH:10]=[CH:11][C:6]=2[N:5]=[C:4]([N:12]2[CH2:17][CH2:16][CH:15]([C:18]([NH:20][C:21]3[S:22][CH:23]=[CH:24][C:25]=3[C:26]([OH:28])=[O:27])=[O:19])[CH2:14][CH2:13]2)[N:3]=1. The yield is 0.730.